Dataset: Reaction yield outcomes from USPTO patents with 853,638 reactions. Task: Predict the reaction yield, written as a fraction of the theoretical maximum amount of product (1.0 means a 100% yield; for example, 0.34 means a 34% yield). (1) The catalyst is CN(C1C=CN=CC=1)C. The yield is 0.920. The reactants are [CH3:1][O:2][C:3]1[CH:4]=[C:5]2[C:10](=[CH:11][CH:12]=1)[CH:9]=[C:8]([C@H:13]([CH3:17])[C:14]([OH:16])=[O:15])[CH:7]=[CH:6]2.[CH3:18][C:19]1([CH3:26])[O:23][C@H:22]([CH2:24]O)[CH2:21][O:20]1.Cl[CH2:28]Cl. The product is [CH3:1][O:2][C:3]1[CH:4]=[C:5]2[C:10](=[CH:11][CH:12]=1)[CH:9]=[C:8]([C@H:13]([CH3:17])[C:14]([O:16][CH2:28][C@@:22]1([CH3:24])[CH2:21][O:20][C:19]([CH3:18])([CH3:26])[O:23]1)=[O:15])[CH:7]=[CH:6]2. (2) The reactants are [F:1][CH:2]([CH2:17][CH2:18][C:19]1[CH:24]=[CH:23][CH:22]=[CH:21][CH:20]=1)[CH2:3][N:4]1[CH2:8][CH2:7][C@@H:6]([S:9][C:10]2[CH:15]=[CH:14][C:13]([OH:16])=[CH:12][CH:11]=2)[CH2:5]1.[OH:25]OS([O-])=O.[K+]. The catalyst is CO. The product is [F:1][CH:2]([CH2:17][CH2:18][C:19]1[CH:24]=[CH:23][CH:22]=[CH:21][CH:20]=1)[CH2:3][N:4]1[CH2:8][CH2:7][CH:6]([S:9]([C:10]2[CH:15]=[CH:14][C:13]([OH:16])=[CH:12][CH:11]=2)=[O:25])[CH2:5]1. The yield is 0.0500. (3) The reactants are [H-].[Na+].[CH3:3][C:4]([C:6]1[CH:11]=[CH:10][CH:9]=[C:8]([Cl:12])[CH:7]=1)=[O:5].[C:13](OCC)(=[O:19])[C:14]([O:16][CH2:17][CH3:18])=[O:15].Cl. The catalyst is CN(C=O)C.CC(=O)OCC. The product is [CH2:17]([O:16][C:14](=[O:15])[C:13](=[O:19])[CH2:3][C:4]([C:6]1[CH:11]=[CH:10][CH:9]=[C:8]([Cl:12])[CH:7]=1)=[O:5])[CH3:18]. The yield is 0.670.